The task is: Predict the product of the given reaction.. This data is from Forward reaction prediction with 1.9M reactions from USPTO patents (1976-2016). (1) Given the reactants [CH3:1][C:2]1[CH:10]=[CH:9][C:5]([C:6]([OH:8])=O)=[CH:4][C:3]=1[N:11]1[CH:16]=[CH:15][N:14]=[C:13]([NH:17][C:18]([CH3:41])([C:20]2[CH:25]=[CH:24][CH:23]=[CH:22][C:21]=2[O:26][CH2:27][CH2:28][N:29]([CH3:40])[C:30]([O:32][CH2:33][C:34]2[CH:39]=[CH:38][CH:37]=[CH:36][CH:35]=2)=[O:31])[CH3:19])[C:12]1=[O:42].F[B-](F)(F)F.[N:48]1(OC(N(C)C)=[N+](C)C)[C:52]2C=CC=C[C:51]=2N=N1.C(N(C(C)C)C(C)C)C.C(N)C, predict the reaction product. The product is: [C:34]1([CH2:33][O:32][C:30](=[O:31])[N:29]([CH2:28][CH2:27][O:26][C:21]2[CH:22]=[CH:23][CH:24]=[CH:25][C:20]=2[C:18]([NH:17][C:13]2[C:12](=[O:42])[N:11]([C:3]3[CH:4]=[C:5]([C:6]([NH:48][CH2:52][CH3:51])=[O:8])[CH:9]=[CH:10][C:2]=3[CH3:1])[CH:16]=[CH:15][N:14]=2)([CH3:19])[CH3:41])[CH3:40])[CH:39]=[CH:38][CH:37]=[CH:36][CH:35]=1. (2) Given the reactants Cl[C:2]1[N:7]=[C:6]([NH:8][C@H:9]([C:11]2[N:16]=[CH:15][C:14]([F:17])=[CH:13][N:12]=2)[CH3:10])[N:5]=[C:4]([NH:18][C:19]2[CH:23]=[C:22]([CH3:24])[NH:21][N:20]=2)[CH:3]=1.[NH:25]1[CH2:30][CH2:29][O:28][CH2:27][CH2:26]1.CCN(C(C)C)C(C)C, predict the reaction product. The product is: [F:17][C:14]1[CH:13]=[N:12][C:11]([C@@H:9]([NH:8][C:6]2[N:5]=[C:4]([NH:18][C:19]3[CH:23]=[C:22]([CH3:24])[NH:21][N:20]=3)[CH:3]=[C:2]([N:25]3[CH2:30][CH2:29][O:28][CH2:27][CH2:26]3)[N:7]=2)[CH3:10])=[N:16][CH:15]=1. (3) Given the reactants Br[C:2]1[C:7]([F:8])=[CH:6][C:5]([O:9][CH3:10])=[CH:4][C:3]=1[F:11].[Cl:12][C:13]1[CH:18]=[C:17]([CH2:19][C:20]([O:22]C)=[O:21])[CH:16]=[CH:15][C:14]=1B(O)O.C(=O)([O-])[O-].[Na+].[Na+], predict the reaction product. The product is: [Cl:12][C:13]1[CH:18]=[C:17]([CH2:19][C:20]([OH:22])=[O:21])[CH:16]=[CH:15][C:14]=1[C:2]1[C:7]([F:8])=[CH:6][C:5]([O:9][CH3:10])=[CH:4][C:3]=1[F:11]. (4) Given the reactants [CH2:1]([C:3]1[CH:4]=[CH:5][C:6]([CH:9](O)[CH2:10][O:11][C:12]2[CH:19]=[CH:18][C:15]([CH:16]=[O:17])=[CH:14][CH:13]=2)=[N:7][CH:8]=1)[CH3:2].S(Cl)([Cl:23])=O.O, predict the reaction product. The product is: [Cl:23][CH:9]([C:6]1[CH:5]=[CH:4][C:3]([CH2:1][CH3:2])=[CH:8][N:7]=1)[CH2:10][O:11][C:12]1[CH:19]=[CH:18][C:15]([CH:16]=[O:17])=[CH:14][CH:13]=1. (5) Given the reactants [CH3:1][C:2]1[N:6]([CH2:7][CH:8]2[C:21](=[O:22])[C:12]3[C:13]4[CH:14]=[CH:15][CH:16]=[CH:17][C:18]=4[N:19]([CH3:20])[C:11]=3[CH2:10][CH2:9]2)[CH:5]=[CH:4][N:3]=1.[ClH:23].CCO.CC(O)C, predict the reaction product. The product is: [CH3:1][C:2]1[N:6]([CH2:7][CH:8]2[C:21](=[O:22])[C:12]3[C:13]4[CH:14]=[CH:15][CH:16]=[CH:17][C:18]=4[N:19]([CH3:20])[C:11]=3[CH2:10][CH2:9]2)[CH:5]=[CH:4][N:3]=1.[ClH:23]. (6) Given the reactants Cl.[F:2][C:3]([F:32])([F:31])[C:4]1[CH:5]=[C:6]([CH:24]=[C:25]([C:27]([F:30])([F:29])[F:28])[CH:26]=1)[C:7]([N:9]1[CH2:14][CH2:13][NH:12][CH2:11][C@H:10]1[CH2:15][C:16]1[CH:21]=[CH:20][C:19]([Cl:22])=[C:18]([Cl:23])[CH:17]=1)=[O:8].[C:33](=[O:36])([O-])[O-].[K+].[K+], predict the reaction product. The product is: [F:30][C:27]([F:29])([F:28])[C:25]1[CH:24]=[C:6]([CH:5]=[C:4]([C:3]([F:2])([F:31])[F:32])[CH:26]=1)[C:7]([N:9]1[CH2:14][CH2:13][N:12]([CH2:4][C:5]#[C:6][CH2:7][N:9]2[CH2:14][CH2:33][O:36][CH2:11][CH2:10]2)[CH2:11][C@H:10]1[CH2:15][C:16]1[CH:21]=[CH:20][C:19]([Cl:22])=[C:18]([Cl:23])[CH:17]=1)=[O:8].